Dataset: Serine/threonine kinase 33 screen with 319,792 compounds. Task: Binary Classification. Given a drug SMILES string, predict its activity (active/inactive) in a high-throughput screening assay against a specified biological target. The compound is s1c2c(CC(OC2)(C)C)c2c1ncnc2NN. The result is 0 (inactive).